From a dataset of Full USPTO retrosynthesis dataset with 1.9M reactions from patents (1976-2016). Predict the reactants needed to synthesize the given product. Given the product [CH3:1][N:2]([CH2:4][C:5]1[CH:23]=[CH:22][C:8]([CH:9]2[CH:29]([C:28]3[CH:31]=[CH:32][C:25]([F:24])=[CH:26][CH:27]=3)[C:34](=[O:33])[C:35]3[C:16]([C:15]([O:14][CH2:13][CH3:12])=[O:21])=[CH:17][C:18]([F:20])=[CH:19][C:11]=3[NH:10]2)=[CH:7][CH:6]=1)[CH3:3], predict the reactants needed to synthesize it. The reactants are: [CH3:1][N:2]([CH2:4][C:5]1[CH:23]=[CH:22][C:8](/[CH:9]=[N:10]/[C:11]2[CH:19]=[C:18]([F:20])[CH:17]=[C:16]3[C:12]=2[CH2:13][O:14][C:15]3=[O:21])=[CH:7][CH:6]=1)[CH3:3].[F:24][C:25]1[CH:32]=[CH:31][C:28]([CH:29]=O)=[CH:27][CH:26]=1.[O-:33][CH2:34][CH3:35].[Na+].C(O)C.